This data is from NCI-60 drug combinations with 297,098 pairs across 59 cell lines. The task is: Regression. Given two drug SMILES strings and cell line genomic features, predict the synergy score measuring deviation from expected non-interaction effect. (1) Drug 1: C1=CC(=CC=C1CCC2=CNC3=C2C(=O)NC(=N3)N)C(=O)NC(CCC(=O)O)C(=O)O. Drug 2: CC1C(C(CC(O1)OC2CC(CC3=C2C(=C4C(=C3O)C(=O)C5=C(C4=O)C(=CC=C5)OC)O)(C(=O)CO)O)N)O.Cl. Cell line: OVCAR-8. Synergy scores: CSS=48.1, Synergy_ZIP=-5.94, Synergy_Bliss=-9.06, Synergy_Loewe=18.9, Synergy_HSA=1.03. (2) Drug 1: C1=CC(=C2C(=C1NCCNCCO)C(=O)C3=C(C=CC(=C3C2=O)O)O)NCCNCCO. Drug 2: C1CN1P(=S)(N2CC2)N3CC3. Cell line: HOP-92. Synergy scores: CSS=35.6, Synergy_ZIP=-2.82, Synergy_Bliss=-4.04, Synergy_Loewe=-2.11, Synergy_HSA=-0.691. (3) Drug 1: COCCOC1=C(C=C2C(=C1)C(=NC=N2)NC3=CC=CC(=C3)C#C)OCCOC. Drug 2: B(C(CC(C)C)NC(=O)C(CC1=CC=CC=C1)NC(=O)C2=NC=CN=C2)(O)O. Cell line: T-47D. Synergy scores: CSS=51.2, Synergy_ZIP=-2.81, Synergy_Bliss=-2.94, Synergy_Loewe=-4.80, Synergy_HSA=-1.08. (4) Synergy scores: CSS=25.7, Synergy_ZIP=-11.4, Synergy_Bliss=-6.67, Synergy_Loewe=-10.2, Synergy_HSA=-4.64. Cell line: SK-OV-3. Drug 2: CN(CC1=CN=C2C(=N1)C(=NC(=N2)N)N)C3=CC=C(C=C3)C(=O)NC(CCC(=O)O)C(=O)O. Drug 1: CN1CCC(CC1)COC2=C(C=C3C(=C2)N=CN=C3NC4=C(C=C(C=C4)Br)F)OC. (5) Drug 1: CCCS(=O)(=O)NC1=C(C(=C(C=C1)F)C(=O)C2=CNC3=C2C=C(C=N3)C4=CC=C(C=C4)Cl)F. Drug 2: CC1=C(C=C(C=C1)C(=O)NC2=CC(=CC(=C2)C(F)(F)F)N3C=C(N=C3)C)NC4=NC=CC(=N4)C5=CN=CC=C5. Cell line: RPMI-8226. Synergy scores: CSS=3.58, Synergy_ZIP=4.36, Synergy_Bliss=9.81, Synergy_Loewe=0.369, Synergy_HSA=1.72. (6) Drug 1: CCCCC(=O)OCC(=O)C1(CC(C2=C(C1)C(=C3C(=C2O)C(=O)C4=C(C3=O)C=CC=C4OC)O)OC5CC(C(C(O5)C)O)NC(=O)C(F)(F)F)O. Drug 2: C1CNP(=O)(OC1)N(CCCl)CCCl. Cell line: OVCAR3. Synergy scores: CSS=22.0, Synergy_ZIP=-1.72, Synergy_Bliss=2.24, Synergy_Loewe=-29.7, Synergy_HSA=-0.657. (7) Drug 1: C1=C(C(=O)NC(=O)N1)N(CCCl)CCCl. Drug 2: CCC1(CC2CC(C3=C(CCN(C2)C1)C4=CC=CC=C4N3)(C5=C(C=C6C(=C5)C78CCN9C7C(C=CC9)(C(C(C8N6C=O)(C(=O)OC)O)OC(=O)C)CC)OC)C(=O)OC)O.OS(=O)(=O)O. Cell line: SNB-75. Synergy scores: CSS=20.3, Synergy_ZIP=7.35, Synergy_Bliss=8.19, Synergy_Loewe=3.78, Synergy_HSA=6.65.